From a dataset of HIV replication inhibition screening data with 41,000+ compounds from the AIDS Antiviral Screen. Binary Classification. Given a drug SMILES string, predict its activity (active/inactive) in a high-throughput screening assay against a specified biological target. (1) The molecule is CCCCc1c2c(nc3c1CCCC3=O)C(=O)CCC2. The result is 0 (inactive). (2) The molecule is Cl.O=C(NCc1ccccc1)c1cc2cc(O)c(O)cc2cn1. The result is 0 (inactive). (3) The compound is COc1cc2c(ccc3c4cc(OC)c(OC)cc4c[n+](C)c23)cc1O. The result is 0 (inactive). (4) The compound is Cc1cc(N)c(C)c2c1[nH]c1ccc(O)cc12. The result is 0 (inactive). (5) The compound is CCN(CC)CCNc1nc2c(=O)n(C)c(=O)n(C)c2[nH]1. The result is 0 (inactive). (6) The drug is O=C(C(=O)n1ccc2ccccc21)c1c[nH]c2ccccc12. The result is 0 (inactive). (7) The molecule is CCC1Sc2cc(OC)cc([N+](=O)[O-])c2NC1=O. The result is 0 (inactive). (8) The molecule is O=C1NC(O)c2cc3ccccc3cc2O1. The result is 0 (inactive). (9) The molecule is Ic1nc(-c2ccccc2)[nH]c1I. The result is 0 (inactive).